This data is from NCI-60 drug combinations with 297,098 pairs across 59 cell lines. The task is: Regression. Given two drug SMILES strings and cell line genomic features, predict the synergy score measuring deviation from expected non-interaction effect. (1) Drug 1: CN(C)N=NC1=C(NC=N1)C(=O)N. Drug 2: C1=C(C(=O)NC(=O)N1)F. Cell line: HCT116. Synergy scores: CSS=44.0, Synergy_ZIP=-1.61, Synergy_Bliss=-4.92, Synergy_Loewe=-20.0, Synergy_HSA=-3.10. (2) Drug 1: CC12CCC3C(C1CCC2=O)CC(=C)C4=CC(=O)C=CC34C. Drug 2: C1=NC2=C(N1)C(=S)N=CN2. Cell line: K-562. Synergy scores: CSS=63.9, Synergy_ZIP=0.536, Synergy_Bliss=-0.304, Synergy_Loewe=-10.5, Synergy_HSA=0.806. (3) Drug 1: C1=NC2=C(N1)C(=S)N=C(N2)N. Drug 2: CC1=C2C(C(=O)C3(C(CC4C(C3C(C(C2(C)C)(CC1OC(=O)C(C(C5=CC=CC=C5)NC(=O)C6=CC=CC=C6)O)O)OC(=O)C7=CC=CC=C7)(CO4)OC(=O)C)O)C)OC(=O)C. Cell line: CCRF-CEM. Synergy scores: CSS=47.6, Synergy_ZIP=-0.264, Synergy_Bliss=-2.90, Synergy_Loewe=-4.40, Synergy_HSA=0.484.